From a dataset of Experimentally validated miRNA-target interactions with 360,000+ pairs, plus equal number of negative samples. Binary Classification. Given a miRNA mature sequence and a target amino acid sequence, predict their likelihood of interaction. (1) The miRNA is hsa-miR-6875-3p with sequence AUUCUUCCUGCCCUGGCUCCAU. The protein sequence of the target gene is MQLQFLGTLASSEKRKKSQRLFFKNIKSTKNKAGKASIMSSDTNVNKSASPTATAEEQPVEPDGPLPGSDNNQEKKVRLSPAKMSTKNSTDLVEYVDKSHAFLPIIPNTQRGQLEDRLNNQARTIAFLLEQAFRIKEDISACLQGTHGFRKEESLARKLLESHIQTITSIVKKLSQNIEILEDQIRARDQAATGTNFAVHEINIKHLQGVGDLRGRVARCDSSIVKLSGDIHLFRQEHRQIEKAIQEFVPALETLSKNLDMKVMQLLGKIETASSEQTSNLKMVQGDYRHEMNLLEFKFH.... Result: 1 (interaction). (2) The miRNA is hsa-miR-6829-3p with sequence UGCCUCCUCCGUGGCCUCAG. The protein sequence of the target gene is MTTLNTGSARISIMNGSSVASTSPSVKCKEDQGLNGHEEKENPFAEYMWMENEEDFNRQVEEELQEQDFLDRCFQEMLDEEDQDWFIPARDLPQAVGHLQQQLNGLSVGDSHESEDILSKSNLNPDAKEFVPGVKY. Result: 0 (no interaction). (3) The miRNA is mmu-miR-466q with sequence GUGCACACACACACAUACGU. The protein sequence of the target gene is MEDSHKSNTTETASQPGSTVAGPHVSQIVHQVSSLSESEESQDSSDSIGSSQKAHGILARRPSYRKILKDLSSEDTRGRKGEGENPSISAITSMSVPAPIYQTSSGQYIAIAPNGALQLASPSTDGVQALQTLTMTNSSSTQQGTILQYAQTSDGQQILVPSNQVVVQTASGDMQTYQIRTTPSATSLPQTVVMTSPVTLASQTTKTDDPQLRREIRLMKNREAARECRRKKKEYVKCLENRVAVLENQNKTLIEELKTLKDLYSHKSV. Result: 1 (interaction). (4) The miRNA is hsa-miR-4679 with sequence UCUGUGAUAGAGAUUCUUUGCU. The protein sequence of the target gene is MAPALLLIPAALASFILAFGTGVEFVRFTSLRPLLGGIPESGGPDARQGWLAALQDRSILAPLAWDLGLLLLFVGQHSLMAAERVKAWTSRYFGVLQRSLYVACTALALQLVMRYWEPIPKGPVLWEARAEPWATWVPLLCFVLHVISWLLIFSILLVFDYAELMGLKQVYYHVLGLGEPLALKSPRALRLFSHLRHPVCVELLTVLWVVPTLGTDRLLLAFLLTLYLGLAHGLDQQDLRYLRAQLQRKLHLLSRPQDGEAE. Result: 0 (no interaction). (5) The miRNA is mmu-miR-7017-5p with sequence AGAGGGUUGUGAGACUAGGGCUGU. The protein sequence of the target gene is MADMQNLVERLERAVGRLEAVSHTSDMHRGYADSPSKAGAAPYVQAFDSLLAGPVAEYLKISKEIGGDVQKHAEMVHTGLKLERALLVTASQCQQPAENKLSDLLAPISEQIKEVITFREKNRGSKLFNHLSAVSESIQALGWVAMAPKPGPYVKEMNDAAMFYTNRVLKEYKDVDKKHVDWVKAYLSIWTELQAYIKEFHTTGLAWSKTGPVAKELSGLPSGPSAGSCPPPPPPCPPPPPVSTISCSYESASRSSLFAQINQGESITHALKHVSDDMKTHKNPALKAQSGPVRSGPKPF.... Result: 0 (no interaction). (6) The miRNA is hsa-miR-4271 with sequence GGGGGAAGAAAAGGUGGGG. The protein sequence of the target gene is MRKGIQPALEQYLVTAGGGEGAAVVAAAAAASMDKRALLASPGFAAAAAAAAAPGAYIQILTTNTSTTSCSSSLQSGAVAAGPLLPSAPGAEQTAGSLLYTTPHGPSSRAGLLQQPPALGRGGSGGGGGPPAKRRLELGESGHQYLSDGLKTPKGKGRAALRSPDSPKTPKSPSEKTRYDTSLGLLTKKFIQLLSQSPDGVLDLNKAAEVLKVQKRRIYDITNVLEGIHLIKKKSKNNVQWMGCSLSEDGGMLAQCQGLSKEVTELSQEEKKLDELIQSCTLDLKLLTEDSENQRLAYVT.... Result: 1 (interaction).